This data is from Forward reaction prediction with 1.9M reactions from USPTO patents (1976-2016). The task is: Predict the product of the given reaction. (1) The product is: [Cl:1][C:2]1[C:11]2[C:6](=[C:7]([C:12]([NH:27][C:17]3[C:18]([Cl:26])=[C:19]([O:24][CH3:25])[CH:20]=[C:21]([O:22][CH3:23])[C:16]=3[Cl:15])=[O:13])[CH:8]=[CH:9][CH:10]=2)[N:5]=[CH:4][N:3]=1. Given the reactants [Cl:1][C:2]1[C:11]2[C:6](=[C:7]([C:12](Cl)=[O:13])[CH:8]=[CH:9][CH:10]=2)[N:5]=[CH:4][N:3]=1.[Cl:15][C:16]1[C:21]([O:22][CH3:23])=[CH:20][C:19]([O:24][CH3:25])=[C:18]([Cl:26])[C:17]=1[NH2:27], predict the reaction product. (2) The product is: [C:8]([C:7]1[CH:11]=[CH:12][C:4]([C:1](=[O:3])[CH3:2])=[CH:5][CH:6]=1)(=[O:9])[C:16]1[CH:21]=[CH:20][CH:19]=[CH:18][CH:17]=1. Given the reactants [C:1]([C:4]1[CH:12]=[CH:11][C:7]([C:8](O)=[O:9])=[CH:6][CH:5]=1)(=[O:3])[CH3:2].B(O)O.[CH:16]1(P([CH:16]2[CH2:21][CH2:20][CH2:19][CH2:18][CH2:17]2)[CH:16]2[CH2:21][CH2:20][CH2:19][CH2:18][CH2:17]2)[CH2:21][CH2:20][CH2:19][CH2:18][CH2:17]1.C(OC(=O)C(C)(C)C)(=O)C(C)(C)C, predict the reaction product. (3) Given the reactants [CH2:1]([O:3][C:4]([C:6]1[CH:7]=[N:8][C:9]2[C:14]([C:15]=1Cl)=[CH:13][CH:12]=[CH:11][C:10]=2[N+:17]([O-])=O)=[O:5])[CH3:2].[CH3:20][O:21][C:22]1[CH:29]=[CH:28][CH:27]=[CH:26][C:23]=1[CH2:24][NH2:25], predict the reaction product. The product is: [CH2:1]([O:3][C:4]([C:6]1[CH:7]=[N:8][C:9]2[C:14]([C:15]=1[NH:25][CH2:24][C:23]1[CH:26]=[CH:27][CH:28]=[CH:29][C:22]=1[O:21][CH3:20])=[CH:13][CH:12]=[CH:11][C:10]=2[NH2:17])=[O:5])[CH3:2]. (4) Given the reactants [CH2:1]([O:4][C:5](=[O:39])[CH2:6][C:7](=[O:38])[CH:8]([NH:30][C:31]([O:33][C:34]([CH3:37])([CH3:36])[CH3:35])=[O:32])[CH2:9][S:10][C:11](C1C=CC=CC=1)(C1C=CC=CC=1)C1C=CC=CC=1)[CH:2]=[CH2:3].N1CCCCC1.C=O, predict the reaction product. The product is: [CH2:1]([O:4][C:5]([CH:6]1[C:7](=[O:38])[CH:8]([NH:30][C:31]([O:33][C:34]([CH3:35])([CH3:36])[CH3:37])=[O:32])[CH2:9][S:10][CH2:11]1)=[O:39])[CH:2]=[CH2:3].